From a dataset of Full USPTO retrosynthesis dataset with 1.9M reactions from patents (1976-2016). Predict the reactants needed to synthesize the given product. Given the product [C:12]([O:11][C:9]([NH:16][C:17]1[CH:21]=[CH:20][S:19][C:18]=1[C:22]([O:24][CH2:25][CH3:26])=[O:23])=[O:10])([CH3:13])([CH3:14])[CH3:15], predict the reactants needed to synthesize it. The reactants are: [C:9](O[C:9]([O:11][C:12]([CH3:15])([CH3:14])[CH3:13])=[O:10])([O:11][C:12]([CH3:15])([CH3:14])[CH3:13])=[O:10].[NH2:16][C:17]1[CH:21]=[CH:20][S:19][C:18]=1[C:22]([O:24][CH2:25][CH3:26])=[O:23].